Task: Regression. Given two drug SMILES strings and cell line genomic features, predict the synergy score measuring deviation from expected non-interaction effect.. Dataset: Merck oncology drug combination screen with 23,052 pairs across 39 cell lines Drug 1: Nc1ccn(C2OC(CO)C(O)C2(F)F)c(=O)n1. Drug 2: COC1=C2CC(C)CC(OC)C(O)C(C)C=C(C)C(OC(N)=O)C(OC)C=CC=C(C)C(=O)NC(=CC1=O)C2=O. Cell line: NCIH23. Synergy scores: synergy=-24.6.